This data is from Forward reaction prediction with 1.9M reactions from USPTO patents (1976-2016). The task is: Predict the product of the given reaction. Given the reactants [CH2:1]([O:3][C:4](=[O:33])[C:5]1[CH:10]=[CH:9][C:8]([N:11]2[CH:15]=[C:14]([C:16]3[CH:21]=[CH:20][CH:19]=[C:18]([CH2:22][O:23]CC4C=CC=CC=4)[CH:17]=3)[C:13]([C:31]#[N:32])=[CH:12]2)=[CH:7][CH:6]=1)[CH3:2].C(=O)(O)[O-].[Na+], predict the reaction product. The product is: [CH2:1]([O:3][C:4](=[O:33])[C:5]1[CH:10]=[CH:9][C:8]([N:11]2[CH:15]=[C:14]([C:16]3[CH:21]=[CH:20][CH:19]=[C:18]([CH2:22][OH:23])[CH:17]=3)[C:13]([C:31]#[N:32])=[CH:12]2)=[CH:7][CH:6]=1)[CH3:2].